This data is from Forward reaction prediction with 1.9M reactions from USPTO patents (1976-2016). The task is: Predict the product of the given reaction. (1) The product is: [S:1]1[C:5]([C@H:6]([OH:31])/[CH:7]=[CH:8]/[C@H:9]2[C@H:13]([OH:14])[CH2:12][C:11](=[O:21])[C@@H:10]2[CH2:22]/[CH:23]=[CH:24]\[CH2:25][CH2:26][CH2:27][C:28]([OH:30])=[O:29])=[CH:4][C:3]2[CH:38]=[CH:39][CH:40]=[CH:41][C:2]1=2. Given the reactants [S:1]1[C:5]([C@H:6]([O:31]C2CCCCO2)/[CH:7]=[CH:8]/[C@H:9]2[C@H:13]([O:14]C3CCCCO3)[CH2:12][C:11](=[O:21])[C@@H:10]2[CH2:22]/[CH:23]=[CH:24]\[CH2:25][CH2:26][CH2:27][C:28]([OH:30])=[O:29])=[CH:4][C:3]2[CH:38]=[CH:39][CH:40]=[CH:41][C:2]1=2, predict the reaction product. (2) Given the reactants [NH2:1][C:2]1[C:7]([CH2:8][P:9](=[O:16])([O:13][CH2:14][CH3:15])[O:10][CH2:11][CH3:12])=[CH:6][CH:5]=[CH:4][N:3]=1.[C:17]1([CH2:23][CH2:24][C:25](Cl)=[O:26])[CH:22]=[CH:21][CH:20]=[CH:19][CH:18]=1, predict the reaction product. The product is: [C:17]1([CH2:23][CH2:24][C:25]([NH:1][C:2]2[C:7]([CH2:8][P:9](=[O:16])([O:10][CH2:11][CH3:12])[O:13][CH2:14][CH3:15])=[CH:6][CH:5]=[CH:4][N:3]=2)=[O:26])[CH:22]=[CH:21][CH:20]=[CH:19][CH:18]=1. (3) Given the reactants CO[C:3]1[CH:4]=[C:5]2[C:9](=[CH:10][CH:11]=1)[NH:8][CH:7]=[CH:6]2.COC(=O)CSC1C2C(=CC=C(OC)C=2)NC=1, predict the reaction product. The product is: [NH:8]1[C:9]2[C:5](=[CH:4][CH:3]=[CH:11][CH:10]=2)[CH:6]=[CH:7]1. (4) The product is: [Cl:1][C:2]1[CH:8]=[C:7]([CH3:9])[CH:6]=[CH:5][C:3]=1[NH:4][S:15]([CH2:14][CH2:13][CH2:12][CH2:11][Cl:10])(=[O:17])=[O:16]. Given the reactants [Cl:1][C:2]1[CH:8]=[C:7]([CH3:9])[CH:6]=[CH:5][C:3]=1[NH2:4].[Cl:10][CH2:11][CH2:12][CH2:13][CH2:14][S:15](Cl)(=[O:17])=[O:16].O, predict the reaction product. (5) Given the reactants [CH2:1]([NH:3][C:4]([NH:6][C:7]1[N:12]=[CH:11][C:10]([C:13]2[CH:18]=[CH:17][N:16]=[C:15]([C:19]([NH:21][NH2:22])=[O:20])[CH:14]=2)=[C:9]([C:23]2[S:24][CH:25]=[C:26]([C:28]3[CH:33]=[CH:32][CH:31]=[CH:30][CH:29]=3)[N:27]=2)[CH:8]=1)=[O:5])[CH3:2].CO[C:36](OC)(OC)[CH3:37].Cl.C1CCN2C(=NCCC2)CC1, predict the reaction product. The product is: [CH2:1]([NH:3][C:4]([NH:6][C:7]1[N:12]=[CH:11][C:10]([C:13]2[CH:18]=[CH:17][N:16]=[C:15]([C:19]3[O:20][C:36]([CH3:37])=[N:22][N:21]=3)[CH:14]=2)=[C:9]([C:23]2[S:24][CH:25]=[C:26]([C:28]3[CH:33]=[CH:32][CH:31]=[CH:30][CH:29]=3)[N:27]=2)[CH:8]=1)=[O:5])[CH3:2].